Predict the product of the given reaction. From a dataset of Forward reaction prediction with 1.9M reactions from USPTO patents (1976-2016). (1) Given the reactants [Br:1][CH2:2][C:3]([C:5]1[CH:10]=[CH:9][C:8]([CH2:11][OH:12])=[CH:7][C:6]=1[CH3:13])=[O:4].O[CH:15](C1C=CC(C(=O)C)=C(C)C=1)C, predict the reaction product. The product is: [Br:1][CH2:2][C:3]([C:5]1[CH:10]=[CH:9][C:8]([CH:11]([OH:12])[CH3:15])=[CH:7][C:6]=1[CH3:13])=[O:4]. (2) Given the reactants [Br:1][C:2]1[N:3]=[C:4]([Br:16])[C:5]2[N:6]([CH:8]=[C:9]([C:11](OCC)=[O:12])[N:10]=2)[CH:7]=1.CC(C[AlH]CC(C)C)C.Cl, predict the reaction product. The product is: [Br:1][C:2]1[N:3]=[C:4]([Br:16])[C:5]2[N:6]([CH:8]=[C:9]([CH2:11][OH:12])[N:10]=2)[CH:7]=1. (3) The product is: [CH2:1]([N:8]([CH3:28])[C:9]([CH:11]1[CH2:16][CH2:15][N:14]([C:17]([C:19]2[N:20]([CH3:32])[C:21]3[C:26]([CH:27]=2)=[CH:25][CH:24]=[CH:23][CH:22]=3)=[O:18])[CH2:13][CH2:12]1)=[O:10])[C:2]1[CH:7]=[CH:6][CH:5]=[CH:4][CH:3]=1. Given the reactants [CH2:1]([N:8]([CH3:28])[C:9]([CH:11]1[CH2:16][CH2:15][N:14]([C:17]([C:19]2[NH:20][C:21]3[C:26]([CH:27]=2)=[CH:25][CH:24]=[CH:23][CH:22]=3)=[O:18])[CH2:13][CH2:12]1)=[O:10])[C:2]1[CH:7]=[CH:6][CH:5]=[CH:4][CH:3]=1.[H-].[Na+].I[CH3:32], predict the reaction product. (4) Given the reactants Cl[C:2]1[C:7]2[C:8]([C:11]([O:13][CH3:14])=[O:12])=[N:9][NH:10][C:6]=2[CH:5]=[CH:4][N:3]=1.C(O)(=O)C, predict the reaction product. The product is: [NH:10]1[C:6]2[CH:5]=[CH:4][N:3]=[CH:2][C:7]=2[C:8]([C:11]([O:13][CH3:14])=[O:12])=[N:9]1. (5) Given the reactants C1(P(C2C=CC=CC=2)C2C=CC=CC=2)C=CC=CC=1.[C:20]([O:24][C:25]([N:27]1[CH2:32][CH2:31][N:30]([CH2:33][CH2:34][CH2:35][N:36]=[N+]=[N-])[CH2:29][CH2:28]1)=[O:26])([CH3:23])([CH3:22])[CH3:21].C1COCC1.C(#N)C, predict the reaction product. The product is: [C:20]([O:24][C:25]([N:27]1[CH2:28][CH2:29][N:30]([CH2:33][CH2:34][CH2:35][NH2:36])[CH2:31][CH2:32]1)=[O:26])([CH3:23])([CH3:22])[CH3:21]. (6) Given the reactants N1C=CN=C1.CN(C)C=O.[OH:11][CH:12]([C:16]1[CH:21]=[CH:20][N:19]=[CH:18][CH:17]=1)[CH2:13][C:14]#[N:15].[C:22]([Si:26]([C:34]1[CH:39]=[CH:38][CH:37]=[CH:36][CH:35]=1)([C:28]1[CH:33]=[CH:32][CH:31]=[CH:30][CH:29]=1)Cl)([CH3:25])([CH3:24])[CH3:23], predict the reaction product. The product is: [O:11]([CH:12]([C:16]1[CH:17]=[CH:18][N:19]=[CH:20][CH:21]=1)[CH2:13][C:14]#[N:15])[Si:26]([C:22]([CH3:25])([CH3:24])[CH3:23])([C:34]1[CH:35]=[CH:36][CH:37]=[CH:38][CH:39]=1)[C:28]1[CH:33]=[CH:32][CH:31]=[CH:30][CH:29]=1. (7) Given the reactants [CH3:1][O:2][C:3]1[CH:67]=[C:66]([O:68][CH3:69])[CH:65]=[C:64]([O:70][CH3:71])[C:4]=1/[CH:5]=[CH:6]/[CH:7]([S:27]([CH:30](/[CH:50]=[CH:51]/[C:52]1[C:57]([O:58][CH3:59])=[CH:56][C:55]([O:60][CH3:61])=[CH:54][C:53]=1[O:62][CH3:63])[C:31]1[CH:36]=[CH:35][C:34]([O:37][CH3:38])=[C:33]([O:39]S(C2C=CC(C)=CC=2)(=O)=O)[CH:32]=1)(=[O:29])=[O:28])[C:8]1[CH:13]=[CH:12][C:11]([O:14][CH3:15])=[C:10]([O:16]S(C2C=CC(C)=CC=2)(=O)=O)[CH:9]=1.[OH-].[Na+].Cl, predict the reaction product. The product is: [CH3:71][O:70][C:64]1[CH:65]=[C:66]([O:68][CH3:69])[CH:67]=[C:3]([O:2][CH3:1])[C:4]=1/[CH:5]=[CH:6]/[CH:7]([S:27]([CH:30](/[CH:50]=[CH:51]/[C:52]1[C:53]([O:62][CH3:63])=[CH:54][C:55]([O:60][CH3:61])=[CH:56][C:57]=1[O:58][CH3:59])[C:31]1[CH:36]=[CH:35][C:34]([O:37][CH3:38])=[C:33]([OH:39])[CH:32]=1)(=[O:29])=[O:28])[C:8]1[CH:13]=[CH:12][C:11]([O:14][CH3:15])=[C:10]([OH:16])[CH:9]=1.